This data is from Reaction yield outcomes from USPTO patents with 853,638 reactions. The task is: Predict the reaction yield, written as a fraction of the theoretical maximum amount of product (1.0 means a 100% yield; for example, 0.34 means a 34% yield). The reactants are [CH3:1][N:2]([CH3:17])[C:3](=O)[CH2:4][O:5][C:6]1[CH:15]=[CH:14][C:9]([C:10](OC)=[O:11])=[CH:8][CH:7]=1.[H-].[H-].[H-].[H-].[Li+].[Al+3].S([O-])([O-])(=O)=O.[Na+].[Na+].[H][H]. The catalyst is C1COCC1.C(OCC)C. The product is [CH3:1][N:2]([CH3:17])[CH2:3][CH2:4][O:5][C:6]1[CH:7]=[CH:8][C:9]([CH2:10][OH:11])=[CH:14][CH:15]=1. The yield is 1.00.